From a dataset of Full USPTO retrosynthesis dataset with 1.9M reactions from patents (1976-2016). Predict the reactants needed to synthesize the given product. (1) Given the product [CH3:1][N:2]([CH3:7])[CH2:3][CH2:4][N:5]([CH3:6])[CH2:15][C:16]([O:18][C:19]([CH3:22])([CH3:21])[CH3:20])=[O:17], predict the reactants needed to synthesize it. The reactants are: [CH3:1][N:2]([CH3:7])[CH2:3][CH2:4][NH:5][CH3:6].C(=O)([O-])[O-].[K+].[K+].Br[CH2:15][C:16]([O:18][C:19]([CH3:22])([CH3:21])[CH3:20])=[O:17].C(OCC)(=O)C. (2) Given the product [Cl:1][C:2]1[CH:9]=[CH:8][CH:7]=[C:6]([Cl:10])[C:3]=1[CH2:4][O:11][C:12]1[CH:16]=[C:15]([N:17]2[C:21]3[CH:22]=[N:23][CH:24]=[CH:25][C:20]=3[N:19]=[CH:18]2)[S:14][C:13]=1[C:26]([O:28][CH3:29])=[O:27], predict the reactants needed to synthesize it. The reactants are: [Cl:1][C:2]1[CH:9]=[CH:8][CH:7]=[C:6]([Cl:10])[C:3]=1[CH2:4]Br.[OH:11][C:12]1[CH:16]=[C:15]([N:17]2[C:21]3[CH:22]=[N:23][CH:24]=[CH:25][C:20]=3[N:19]=[CH:18]2)[S:14][C:13]=1[C:26]([O:28][CH3:29])=[O:27].C(=O)([O-])[O-].[K+].[K+]. (3) Given the product [F:21][C:18]([Si:1]([C:4]([CH3:7])([CH3:6])[CH3:5])([CH3:3])[CH3:2])([F:19])[F:20], predict the reactants needed to synthesize it. The reactants are: [Si:1](Cl)([C:4]([CH3:7])([CH3:6])[CH3:5])([CH3:3])[CH3:2].C1(S([C:18]([F:21])([F:20])[F:19])(=O)=O)C=CC=CC=1. (4) Given the product [Cl:29][C:26]1[CH:27]=[CH:28][C:23]([C:20]2[CH:21]=[CH:22][C:17]([C:16]#[C:15][C:12]3[CH:11]=[CH:10][C:9]([O:8][CH2:7][CH2:6][N:35]4[CH2:36][CH2:37][C@@:32]([C:31]([F:30])([F:40])[F:41])([OH:39])[C@@H:33]([OH:38])[CH2:34]4)=[CH:14][CH:13]=3)=[N:18][CH:19]=2)=[CH:24][CH:25]=1, predict the reactants needed to synthesize it. The reactants are: CS(O[CH2:6][CH2:7][O:8][C:9]1[CH:14]=[CH:13][C:12]([C:15]#[C:16][C:17]2[CH:22]=[CH:21][C:20]([C:23]3[CH:28]=[CH:27][C:26]([Cl:29])=[CH:25][CH:24]=3)=[CH:19][N:18]=2)=[CH:11][CH:10]=1)(=O)=O.[F:30][C:31]([F:41])([F:40])[C@@:32]1([OH:39])[CH2:37][CH2:36][NH:35][CH2:34][C@@H:33]1[OH:38]. (5) Given the product [Br:1][C:2]1[C:3]([F:11])=[C:4]([CH:5]([OH:6])[CH3:12])[C:7]([F:10])=[CH:8][CH:9]=1, predict the reactants needed to synthesize it. The reactants are: [Br:1][C:2]1[C:3]([F:11])=[C:4]([C:7]([F:10])=[CH:8][CH:9]=1)[CH:5]=[O:6].[CH3:12][Mg]Br.O. (6) Given the product [NH2:3][CH2:2][CH:4]([P:12](=[O:19])([O:13][CH2:14][CH3:15])[O:16][CH2:17][CH3:18])[CH2:5][CH:6]1[CH2:11][CH2:10][CH2:9][CH2:8][CH2:7]1, predict the reactants needed to synthesize it. The reactants are: Cl.[C:2]([CH:4]([P:12](=[O:19])([O:16][CH2:17][CH3:18])[O:13][CH2:14][CH3:15])[CH2:5][C:6]1[CH:11]=[CH:10][CH:9]=[CH:8][CH:7]=1)#[N:3].